Task: Predict the product of the given reaction.. Dataset: Forward reaction prediction with 1.9M reactions from USPTO patents (1976-2016) (1) Given the reactants [OH:1][C:2]1[CH:7]=[CH:6][C:5]([CH2:8][CH2:9][CH2:10][CH2:11][C:12]2[CH:17]=[CH:16][C:15]([CH2:18][C:19]([O:21][CH3:22])=[O:20])=[CH:14][CH:13]=2)=[CH:4][CH:3]=1.Cl[CH2:24][CH2:25][CH2:26][N:27]1[CH2:32][CH2:31][O:30][CH2:29][CH2:28]1.[I-].[Na+].C(=O)([O-])[O-].[K+].[K+], predict the reaction product. The product is: [O:30]1[CH2:31][CH2:32][N:27]([CH2:26][CH2:25][CH2:24][O:1][C:2]2[CH:7]=[CH:6][C:5]([CH2:8][CH2:9][CH2:10][CH2:11][C:12]3[CH:13]=[CH:14][C:15]([CH2:18][C:19]([O:21][CH3:22])=[O:20])=[CH:16][CH:17]=3)=[CH:4][CH:3]=2)[CH2:28][CH2:29]1. (2) The product is: [CH3:18][O:1][CH2:2][CH:3]1[CH2:8][CH2:7][CH2:6][N:5]([C:9]([O:11][C:12]([CH3:15])([CH3:14])[CH3:13])=[O:10])[CH2:4]1. Given the reactants [OH:1][CH2:2][CH:3]1[CH2:8][CH2:7][CH2:6][N:5]([C:9]([O:11][C:12]([CH3:15])([CH3:14])[CH3:13])=[O:10])[CH2:4]1.[H-].[Na+].[CH3:18]I, predict the reaction product. (3) The product is: [F:20][C:21]1[CH:29]=[CH:28][C:24]([C:25]([NH:14][C:12]2[S:13][C:9]([C:7]([CH:4]3[CH2:5][CH2:6][O:1][CH2:2][CH2:3]3)=[O:8])=[C:10]([C:15]3[O:16][CH:17]=[CH:18][CH:19]=3)[N:11]=2)=[O:26])=[CH:23][CH:22]=1. Given the reactants [O:1]1[CH2:6][CH2:5][CH:4]([C:7]([C:9]2[S:13][C:12]([NH2:14])=[N:11][C:10]=2[C:15]2[O:16][CH:17]=[CH:18][CH:19]=2)=[O:8])[CH2:3][CH2:2]1.[F:20][C:21]1[CH:29]=[CH:28][C:24]([C:25](O)=[O:26])=[CH:23][CH:22]=1.CCN=C=NCCCN(C)C.Cl.O.ON1C2C=CC=CC=2N=N1.C(=O)([O-])O.[Na+], predict the reaction product.